This data is from Forward reaction prediction with 1.9M reactions from USPTO patents (1976-2016). The task is: Predict the product of the given reaction. (1) Given the reactants [Br:1][C:2]1[CH:3]=[C:4]2[C:11]3([N:15]=[C:14]([NH2:16])[C:13]([CH3:17])=[N:12]3)[CH2:10][CH:9]([CH:18]3[CH2:23][CH2:22][O:21][C:20]([CH3:25])([CH3:24])[CH2:19]3)[O:8][C:5]2=[CH:6][CH:7]=1.[Cl:26][C:27]1[CH:28]=[C:29](B(O)O)[CH:30]=[CH:31][CH:32]=1.C([O-])([O-])=O.[K+].[K+].O1CCOCC1, predict the reaction product. The product is: [Br:1][C:2]1[CH:3]=[C:4]2[C:11]3([N:15]=[C:14]([NH2:16])[C:13]([CH3:17])=[N:12]3)[CH2:10][CH:9]([CH:18]3[CH2:23][CH2:22][O:21][C:20]([CH3:25])([CH3:24])[CH2:19]3)[O:8][C:5]2=[CH:6][CH:7]=1.[Cl:26][C:27]1[CH:32]=[C:31]([C:2]2[CH:3]=[C:4]3[C:11]4([N:15]=[C:14]([NH2:16])[C:13]([CH3:17])=[N:12]4)[CH2:10][CH:9]([CH:18]4[CH2:23][CH2:22][O:21][C:20]([CH3:24])([CH3:25])[CH2:19]4)[O:8][C:5]3=[CH:6][CH:7]=2)[CH:30]=[CH:29][CH:28]=1. (2) Given the reactants [F:1][C:2]1[CH:3]=[C:4]([CH:8]([OH:29])[CH:9]([CH2:15][C:16]2[CH:21]=[CH:20][CH:19]=[C:18]([O:22][C:23]([F:28])([F:27])[CH:24]([F:26])[F:25])[CH:17]=2)[C:10]([O:12]CC)=[O:11])[CH:5]=[CH:6][CH:7]=1.[OH-].[Na+].Cl, predict the reaction product. The product is: [F:1][C:2]1[CH:3]=[C:4]([CH:8]([OH:29])[CH:9]([CH2:15][C:16]2[CH:21]=[CH:20][CH:19]=[C:18]([O:22][C:23]([F:28])([F:27])[CH:24]([F:26])[F:25])[CH:17]=2)[C:10]([OH:12])=[O:11])[CH:5]=[CH:6][CH:7]=1. (3) Given the reactants [F:1][CH:2]([F:24])[CH2:3][O:4][C:5]1[CH:10]=[CH:9][C:8]([N:11]2[C:16](=[O:17])[C:15]3[CH:18]=[CH:19][NH:20][C:14]=3[N:13]=[C:12]2[S:21][CH2:22][CH3:23])=[CH:7][CH:6]=1.C(O)(=[O:27])C.C(O)(=O)C.I(C1C=CC=CC=1)=O, predict the reaction product. The product is: [F:24][CH:2]([F:1])[CH2:3][O:4][C:5]1[CH:6]=[CH:7][C:8]([N:11]2[C:16](=[O:17])[C:15]3[CH2:18][C:19](=[O:27])[NH:20][C:14]=3[N:13]=[C:12]2[S:21][CH2:22][CH3:23])=[CH:9][CH:10]=1. (4) Given the reactants [CH3:1][C:2]([OH:6])([C:4]#[CH:5])[CH3:3].Br[C:8]1[CH:13]=[CH:12][C:11]([B:14]2[O:18][C:17]([CH3:20])([CH3:19])[C:16]([CH3:22])([CH3:21])[O:15]2)=[CH:10][CH:9]=1, predict the reaction product. The product is: [CH3:1][C:2]([OH:6])([C:4]#[C:5][C:8]1[CH:13]=[CH:12][C:11]([B:14]2[O:18][C:17]([CH3:20])([CH3:19])[C:16]([CH3:22])([CH3:21])[O:15]2)=[CH:10][CH:9]=1)[CH3:3]. (5) Given the reactants Br[C:2]1[CH:3]=[C:4]([CH:26]=[CH:27][C:28]=1[Cl:29])[CH2:5][S:6][C:7]1[C:17]2[CH2:16][CH2:15][N:14](C(OC(C)(C)C)=O)[CH2:13][CH2:12][C:11]=2[CH:10]=[CH:9][C:8]=1[Cl:25].[NH:30]1[CH2:34][CH2:33][CH2:32][CH2:31]1, predict the reaction product. The product is: [ClH:25].[Cl:25][C:8]1[CH:9]=[CH:10][C:11]2[CH2:12][CH2:13][NH:14][CH2:15][CH2:16][C:17]=2[C:7]=1[S:6][CH2:5][C:4]1[CH:26]=[CH:27][C:28]([Cl:29])=[C:2]([N:30]2[CH2:34][CH2:33][CH2:32][CH2:31]2)[CH:3]=1. (6) The product is: [C:23]1([S:29]([O:9][CH2:8][C:7]([N:5]2[CH2:6][C@@H:2]([F:1])[CH2:3][C@H:4]2[C:11]#[N:13])=[O:10])(=[O:31])=[O:30])[CH:28]=[CH:27][CH:26]=[CH:25][CH:24]=1. Given the reactants [F:1][C@@H:2]1[CH2:6][N:5]([C:7](=[O:10])[CH2:8][OH:9])[C@H:4]([C:11]([NH2:13])=O)[CH2:3]1.CN(C)CCCN(C)C.[C:23]1([S:29](Cl)(=[O:31])=[O:30])[CH:28]=[CH:27][CH:26]=[CH:25][CH:24]=1.FC(F)(F)C(OC(=O)C(F)(F)F)=O, predict the reaction product. (7) Given the reactants [CH3:1][C:2]1[N:3]=[C:4]([NH:7][C:8]2[C:13]([OH:14])=[CH:12][CH:11]=[CH:10][N:9]=2)[S:5][CH:6]=1.Br[CH2:16][C:17]1[CH:18]=[C:19]([CH:28]=[CH:29][CH:30]=1)[O:20][Si:21]([C:24]([CH3:27])([CH3:26])[CH3:25])([CH3:23])[CH3:22].C(=O)([O-])[O-].[K+].[K+], predict the reaction product. The product is: [Si:21]([O:20][C:19]1[CH:18]=[C:17]([CH:30]=[CH:29][CH:28]=1)[CH2:16][O:14][C:13]1[C:8]([NH:7][C:4]2[S:5][CH:6]=[C:2]([CH3:1])[N:3]=2)=[N:9][CH:10]=[CH:11][CH:12]=1)([C:24]([CH3:27])([CH3:26])[CH3:25])([CH3:23])[CH3:22]. (8) Given the reactants C[O:2][C:3](=[O:38])[C:4]1[CH:9]=[C:8]([O:10][CH2:11][C:12]2[S:13][CH:14]=[C:15]([C:17]3[CH:22]=[CH:21][C:20]([O:23][CH2:24][C:25]4[CH:30]=[CH:29][C:28]([CH:31]([CH2:35][CH2:36][CH3:37])[CH2:32][CH2:33][CH3:34])=[CH:27][CH:26]=4)=[CH:19][CH:18]=3)[N:16]=2)[CH:7]=[N:6][CH:5]=1.O1CCCC1.[OH-].[Na+].Cl, predict the reaction product. The product is: [CH2:32]([CH:31]([C:28]1[CH:27]=[CH:26][C:25]([CH2:24][O:23][C:20]2[CH:19]=[CH:18][C:17]([C:15]3[N:16]=[C:12]([CH2:11][O:10][C:8]4[CH:7]=[N:6][CH:5]=[C:4]([CH:9]=4)[C:3]([OH:38])=[O:2])[S:13][CH:14]=3)=[CH:22][CH:21]=2)=[CH:30][CH:29]=1)[CH2:35][CH2:36][CH3:37])[CH2:33][CH3:34]. (9) Given the reactants [H-].[Na+].[NH2:3][C:4]1[C:5]([CH3:12])=[C:6]([OH:11])[CH:7]=[CH:8][C:9]=1[Cl:10].O.[CH3:14]N(C=O)C, predict the reaction product. The product is: [Cl:10][C:9]1[C:4]([NH2:3])=[C:5]([CH3:12])[C:6]([O:11][CH3:14])=[CH:7][CH:8]=1. (10) Given the reactants O[C:2]1([C:15]2[CH:20]=[CH:19][CH:18]=[CH:17][CH:16]=2)[N:7]([CH2:8][CH:9]([CH3:11])[CH3:10])[C:6](=[O:12])[CH2:5][C:4]([CH3:14])([CH3:13])[CH2:3]1.C1(C)C=CC(S(O)(=O)=O)=CC=1, predict the reaction product. The product is: [CH2:8]([N:7]1[C:2]([C:15]2[CH:20]=[CH:19][CH:18]=[CH:17][CH:16]=2)=[CH:3][C:4]([CH3:13])([CH3:14])[CH2:5][C:6]1=[O:12])[CH:9]([CH3:11])[CH3:10].